Dataset: Catalyst prediction with 721,799 reactions and 888 catalyst types from USPTO. Task: Predict which catalyst facilitates the given reaction. (1) Reactant: [Cl:1][C:2]1[C:3]([N:9]2[C:13]([C:14](O)=[O:15])=[CH:12][C:11]([O:17][CH2:18][C:19]#[CH:20])=[N:10]2)=[N:4][CH:5]=[C:6]([Cl:8])[CH:7]=1.C(Cl)(=O)C([Cl:24])=O. Product: [Cl:1][C:2]1[C:3]([N:9]2[C:13]([C:14]([Cl:24])=[O:15])=[CH:12][C:11]([O:17][CH2:18][C:19]#[CH:20])=[N:10]2)=[N:4][CH:5]=[C:6]([Cl:8])[CH:7]=1. The catalyst class is: 204. (2) Product: [C:1]([O:5][C:6]([N:8]1[CH2:13][CH2:12][CH:11]([O:14][C:15]2[CH:20]=[CH:19][C:18]([N+:21]([O-:23])=[O:22])=[CH:17][C:16]=2[C:24](=[O:25])[N:37]([CH3:38])[CH3:35])[CH2:10][CH2:9]1)=[O:7])([CH3:3])([CH3:2])[CH3:4]. The catalyst class is: 4. Reactant: [C:1]([O:5][C:6]([N:8]1[CH2:13][CH2:12][CH:11]([O:14][C:15]2[CH:20]=[CH:19][C:18]([N+:21]([O-:23])=[O:22])=[CH:17][C:16]=2[C:24](O)=[O:25])[CH2:10][CH2:9]1)=[O:7])([CH3:4])([CH3:3])[CH3:2].ClC(OCC(C)C)=O.[CH2:35]([N:37](CC)[CH2:38]C)C.CNC. (3) Reactant: C1CO[C:3]2([CH2:8][CH2:7][CH2:6][C:5]([CH2:15][O:16][CH2:17][C:18]3[CH:23]=[C:22]([C:24]([F:27])([F:26])[F:25])[CH:21]=[C:20]([C:28]([F:31])([F:30])[F:29])[CH:19]=3)([C:9]3[CH:14]=[CH:13][CH:12]=[CH:11][CH:10]=3)[CH2:4]2)[O:2]1.Cl.C(=O)(O)[O-].[Na+].ClCCl. Product: [F:25][C:24]([F:26])([F:27])[C:22]1[CH:23]=[C:18]([CH:19]=[C:20]([C:28]([F:31])([F:30])[F:29])[CH:21]=1)[CH2:17][O:16][CH2:15][C:5]1([C:9]2[CH:14]=[CH:13][CH:12]=[CH:11][CH:10]=2)[CH2:6][CH2:7][CH2:8][C:3](=[O:2])[CH2:4]1. The catalyst class is: 21. (4) Reactant: [CH3:1][O:2][C:3](=[O:15])[C:4]1[CH:9]=[CH:8][C:7]([C:10]([CH3:12])=[CH2:11])=[C:6]([C:13]#[N:14])[CH:5]=1. Product: [CH3:1][O:2][C:3](=[O:15])[C:4]1[CH:9]=[CH:8][C:7]([CH:10]([CH3:12])[CH3:11])=[C:6]([C:13]#[N:14])[CH:5]=1. The catalyst class is: 19. (5) Reactant: [H-].[Na+].[Cl:3][C:4]1[CH:5]=[C:6]([C@@H:10]2[C@@H:15]([C:16]3[CH:21]=[CH:20][C:19]([Cl:22])=[CH:18][CH:17]=3)[NH:14][C:13](=[O:23])[C@:12]([CH2:25][C:26]([O:28][CH3:29])=[O:27])([CH3:24])[CH2:11]2)[CH:7]=[CH:8][CH:9]=1.[N+:30](C1C=C([N+]([O-])=O)C=CC=1ON)([O-])=O. Product: [NH2:30][N:14]1[C@H:15]([C:16]2[CH:21]=[CH:20][C:19]([Cl:22])=[CH:18][CH:17]=2)[C@@H:10]([C:6]2[CH:7]=[CH:8][CH:9]=[C:4]([Cl:3])[CH:5]=2)[CH2:11][C@@:12]([CH2:25][C:26]([O:28][CH3:29])=[O:27])([CH3:24])[C:13]1=[O:23]. The catalyst class is: 3. (6) Reactant: [CH:1]1([C:7]2([C:20]([OH:22])=O)[CH2:13][CH:12]3[N:14]([C:15]([O:17][CH2:18][CH3:19])=[O:16])[CH:9]([CH2:10][CH2:11]3)[CH2:8]2)[CH2:6][CH2:5][CH2:4][CH2:3][CH2:2]1.C(Cl)(=O)C(Cl)=O.[C:29]([NH2:33])([CH3:32])([CH3:31])[CH3:30]. The catalyst class is: 794. Product: [C:29]([NH:33][C:20]([C:7]1([CH:1]2[CH2:6][CH2:5][CH2:4][CH2:3][CH2:2]2)[CH2:13][CH:12]2[N:14]([C:15]([O:17][CH2:18][CH3:19])=[O:16])[CH:9]([CH2:10][CH2:11]2)[CH2:8]1)=[O:22])([CH3:32])([CH3:31])[CH3:30]. (7) Product: [CH3:1][C:2]1[C:6]([C:7]2[CH:8]=[C:9]([C:19]([C:21]3[CH:26]=[CH:25][CH:24]=[CH:23][N:22]=3)([OH:20])[CH:30]([CH2:31][CH3:32])[CH2:29][CH3:28])[C:10]3[N:14]=[C:13]([O:15][CH2:16][CH3:17])[NH:12][C:11]=3[CH:18]=2)=[C:5]([CH3:27])[O:4][N:3]=1. Reactant: [CH3:1][C:2]1[C:6]([C:7]2[CH:8]=[C:9]([C:19]([C:21]3[CH:26]=[CH:25][CH:24]=[CH:23][N:22]=3)=[O:20])[C:10]3[N:14]=[C:13]([O:15][CH2:16][CH3:17])[NH:12][C:11]=3[CH:18]=2)=[C:5]([CH3:27])[O:4][N:3]=1.[CH3:28][CH2:29][CH:30]([Mg]Br)[CH2:31][CH3:32]. The catalyst class is: 1.